Dataset: Full USPTO retrosynthesis dataset with 1.9M reactions from patents (1976-2016). Task: Predict the reactants needed to synthesize the given product. The reactants are: [H-].C([Al+]CC(C)C)C(C)C.[Br:11][C:12]1[CH:13]=[C:14]([CH:19]=[C:20]([CH2:22][N:23]([CH3:25])[CH3:24])[CH:21]=1)[C:15](OC)=[O:16]. Given the product [Br:11][C:12]1[CH:13]=[C:14]([CH2:15][OH:16])[CH:19]=[C:20]([CH2:22][N:23]([CH3:24])[CH3:25])[CH:21]=1, predict the reactants needed to synthesize it.